The task is: Predict which catalyst facilitates the given reaction.. This data is from Catalyst prediction with 721,799 reactions and 888 catalyst types from USPTO. (1) Reactant: CS(O[CH2:6][CH:7]1[CH2:10][CH:9]([N:11]([CH2:13][C@@H:14]2[C@@H:21]3[C@@H:17]([O:18][C:19]([CH3:23])([CH3:22])[O:20]3)[C@H:16]([N:24]3[CH:32]=[N:31][C:30]4[C:25]3=[N:26][CH:27]=[N:28][C:29]=4[NH2:33])[O:15]2)[CH3:12])[CH2:8]1)(=O)=O.[N-:34]=[N+:35]=[N-:36].[Na+].O. Product: [N:34]([CH2:6][CH:7]1[CH2:8][CH:9]([N:11]([CH2:13][C@@H:14]2[C@H:21]3[O:20][C:19]([CH3:22])([CH3:23])[O:18][C@H:17]3[C@H:16]([N:24]3[CH:32]=[N:31][C:30]4[C:25]3=[N:26][CH:27]=[N:28][C:29]=4[NH2:33])[O:15]2)[CH3:12])[CH2:10]1)=[N+:35]=[N-:36]. The catalyst class is: 3. (2) Reactant: [H-].[H-].[H-].[H-].[Li+].[Al+3].[Cl:7][C:8]1[CH:13]=[CH:12][C:11]([C@@H:14]([CH3:19])[CH2:15][C:16](O)=[O:17])=[CH:10][CH:9]=1.O.O.O.O.O.O.O.O.O.O.S([O-])([O-])(=O)=O.[Na+].[Na+].O. Product: [Cl:7][C:8]1[CH:9]=[CH:10][C:11]([C@@H:14]([CH3:19])[CH2:15][CH2:16][OH:17])=[CH:12][CH:13]=1. The catalyst class is: 116. (3) Reactant: [CH:1]([C:3]1[CH:7]=[CH:6][N:5]([C:8]2[CH:13]=[CH:12][CH:11]=[CH:10][C:9]=2[OH:14])[CH:4]=1)=O.C([N:17](CC)CC)C.Cl.NO. Product: [C:1]([C:3]1[CH:7]=[CH:6][N:5]([C:8]2[CH:13]=[CH:12][CH:11]=[CH:10][C:9]=2[OH:14])[CH:4]=1)#[N:17]. The catalyst class is: 152.